From a dataset of Full USPTO retrosynthesis dataset with 1.9M reactions from patents (1976-2016). Predict the reactants needed to synthesize the given product. Given the product [CH3:1][N:2]1[C:11](=[O:12])[N:10]([CH3:13])[C:8](=[O:9])[C:4]2[NH:5][CH:6]=[N:7][C:3]1=2.[CH3:14][N:15]1[C:24](=[O:25])[N:23]([CH3:26])[C:21](=[O:22])[C:17]2[NH:18][CH:19]=[N:20][C:16]1=2.[CH2:27]([NH2:30])[CH2:28][NH2:29].[CH:48]1[C:53]([OH:54])=[C:52]([OH:55])[C:51]([OH:56])=[CH:50][C:49]=1[C:57]([O:59][C:60]1[CH:61]=[C:62]([C:68]([O:70][CH2:71][C@H:72]2[O:77][C@@H:76]([O:78][C:79]([C:81]3[CH:82]=[C:83]([OH:100])[C:84]([OH:99])=[C:85]([O:87][C:88]([C:90]4[CH:91]=[C:92]([OH:98])[C:93]([OH:97])=[C:94]([OH:96])[CH:95]=4)=[O:89])[CH:86]=3)=[O:80])[C@H:75]([O:101][C:102]([C:104]3[CH:105]=[C:106]([OH:123])[C:107]([OH:122])=[C:108]([O:110][C:111]([C:113]4[CH:114]=[C:115]([OH:121])[C:116]([OH:120])=[C:117]([OH:119])[CH:118]=4)=[O:112])[CH:109]=3)=[O:103])[C@@H:74]([O:124][C:125]([C:127]3[CH:128]=[C:129]([OH:146])[C:130]([OH:145])=[C:131]([O:133][C:134]([C:136]4[CH:141]=[C:140]([OH:142])[C:139]([OH:143])=[C:138]([OH:144])[CH:137]=4)=[O:135])[CH:132]=3)=[O:126])[C@@H:73]2[O:147][C:148]([C:150]2[CH:151]=[C:152]([OH:169])[C:153]([OH:168])=[C:154]([O:156][C:157]([C:159]3[CH:160]=[C:161]([OH:167])[C:162]([OH:166])=[C:163]([OH:165])[CH:164]=3)=[O:158])[CH:155]=2)=[O:149])=[O:69])[CH:63]=[C:64]([OH:67])[C:65]=1[OH:66])=[O:58], predict the reactants needed to synthesize it. The reactants are: [CH3:1][N:2]1[C:11](=[O:12])[N:10]([CH3:13])[C:8](=[O:9])[C:4]2[NH:5][CH:6]=[N:7][C:3]1=2.[CH3:14][N:15]1[C:24](=[O:25])[N:23]([CH3:26])[C:21](=[O:22])[C:17]2[NH:18][CH:19]=[N:20][C:16]1=2.[CH2:27]([NH2:30])[CH2:28][NH2:29].N1(C(=O)C2NC=NC=2N(C)C1=O)C.C(N)CN.[CH:48]1[C:53]([OH:54])=[C:52]([OH:55])[C:51]([OH:56])=[CH:50][C:49]=1[C:57]([O:59][C:60]1[CH:61]=[C:62]([C:68]([O:70][CH2:71][C@H:72]2[O:77][C@@H:76]([O:78][C:79]([C:81]3[CH:82]=[C:83]([OH:100])[C:84]([OH:99])=[C:85]([O:87][C:88]([C:90]4[CH:91]=[C:92]([OH:98])[C:93]([OH:97])=[C:94]([OH:96])[CH:95]=4)=[O:89])[CH:86]=3)=[O:80])[C@H:75]([O:101][C:102]([C:104]3[CH:105]=[C:106]([OH:123])[C:107]([OH:122])=[C:108]([O:110][C:111]([C:113]4[CH:114]=[C:115]([OH:121])[C:116]([OH:120])=[C:117]([OH:119])[CH:118]=4)=[O:112])[CH:109]=3)=[O:103])[C@@H:74]([O:124][C:125]([C:127]3[CH:128]=[C:129]([OH:146])[C:130]([OH:145])=[C:131]([O:133][C:134]([C:136]4[CH:137]=[C:138]([OH:144])[C:139]([OH:143])=[C:140]([OH:142])[CH:141]=4)=[O:135])[CH:132]=3)=[O:126])[C@@H:73]2[O:147][C:148]([C:150]2[CH:151]=[C:152]([OH:169])[C:153]([OH:168])=[C:154]([O:156][C:157]([C:159]3[CH:160]=[C:161]([OH:167])[C:162]([OH:166])=[C:163]([OH:165])[CH:164]=3)=[O:158])[CH:155]=2)=[O:149])=[O:69])[CH:63]=[C:64]([OH:67])[C:65]=1[OH:66])=[O:58].